Dataset: Catalyst prediction with 721,799 reactions and 888 catalyst types from USPTO. Task: Predict which catalyst facilitates the given reaction. (1) Reactant: [C:1]([C:4]1[CH:26]=[CH:25][C:7]([O:8][C:9]2[CH:18]=[C:17]3[C:12]([CH:13]([C:19]([O:21][CH2:22][CH3:23])=[O:20])[CH2:14][CH2:15][O:16]3)=[CH:11][C:10]=2[Cl:24])=[CH:6][CH:5]=1)(=[O:3])[NH2:2].Cl[C:28]1[N:33]=[C:32]([C:34]2[CH:39]=[CH:38][C:37]([C:40]([F:43])([F:42])[F:41])=[CH:36][CH:35]=2)[CH:31]=[CH:30][N:29]=1.CC(C1C=C(C(C)C)C(C2C=CC=CC=2P(C2CCCCC2)C2CCCCC2)=C(C(C)C)C=1)C.C([O-])([O-])=O.[Cs+].[Cs+]. Product: [Cl:24][C:10]1[CH:11]=[C:12]2[C:17](=[CH:18][C:9]=1[O:8][C:7]1[CH:6]=[CH:5][C:4]([C:1](=[O:3])[NH:2][C:28]3[N:33]=[C:32]([C:34]4[CH:35]=[CH:36][C:37]([C:40]([F:43])([F:41])[F:42])=[CH:38][CH:39]=4)[CH:31]=[CH:30][N:29]=3)=[CH:26][CH:25]=1)[O:16][CH2:15][CH2:14][CH:13]2[C:19]([O:21][CH2:22][CH3:23])=[O:20]. The catalyst class is: 443. (2) The catalyst class is: 9. Product: [Cl:44][C:11]1[S:10][C:9]([C:12]([NH:14][C@@H:15]([CH2:28][C:29]2[CH:34]=[CH:33][CH:32]=[C:31]([F:35])[CH:30]=2)[CH2:16][N:17]2[C:25](=[O:26])[C:24]3[C:19](=[CH:20][CH:21]=[CH:22][CH:23]=3)[C:18]2=[O:27])=[O:13])=[CH:8][C:7]=1[C:6]1[N:2]([CH3:1])[N:3]=[N:4][C:5]=1[CH3:36]. Reactant: [CH3:1][N:2]1[C:6]([C:7]2[CH:8]=[C:9]([C:12]([NH:14][C@@H:15]([CH2:28][C:29]3[CH:34]=[CH:33][CH:32]=[C:31]([F:35])[CH:30]=3)[CH2:16][N:17]3[C:25](=[O:26])[C:24]4[C:19](=[CH:20][CH:21]=[CH:22][CH:23]=4)[C:18]3=[O:27])=[O:13])[S:10][CH:11]=2)=[C:5]([CH3:36])[N:4]=[N:3]1.C1C(=O)N([Cl:44])C(=O)C1.CCOC(C)=O.